From a dataset of Reaction yield outcomes from USPTO patents with 853,638 reactions. Predict the reaction yield, written as a fraction of the theoretical maximum amount of product (1.0 means a 100% yield; for example, 0.34 means a 34% yield). The catalyst is O. The product is [CH3:1][N:2]([CH3:13])[CH2:3][C:4]1[C:12]2[C:7](=[N:8][CH:9]=[CH:10][CH:11]=2)[N:6]([Si:24]([CH:28]([CH3:30])[CH3:29])([CH:25]([CH3:27])[CH3:26])[CH:21]([CH3:23])[CH3:22])[CH:5]=1. The reactants are [CH3:1][N:2]([CH3:13])[CH2:3][C:4]1[C:12]2[C:7](=[N:8][CH:9]=[CH:10][CH:11]=2)[NH:6][CH:5]=1.CN(C)C=O.[H-].[Na+].[CH:21]([Si:24](Cl)([CH:28]([CH3:30])[CH3:29])[CH:25]([CH3:27])[CH3:26])([CH3:23])[CH3:22]. The yield is 0.588.